This data is from Forward reaction prediction with 1.9M reactions from USPTO patents (1976-2016). The task is: Predict the product of the given reaction. (1) Given the reactants BrC1C=CC=C2C=1C(C1C(O)=CC3OCOC=3C=1)[C:5](=[O:16])N2CCCCC.[CH2:27]([O:29][C:30](=[O:53])[CH2:31][N:32]1[C:40]2[C:35](=[C:36]([Cl:41])[CH:37]=[CH:38][CH:39]=2)[CH:34]([C:42]2[C:43]([OH:51])=[CH:44][C:45]3[O:49][CH2:48][CH2:47][C:46]=3[CH:50]=2)[C:33]1=[O:52])[CH3:28], predict the reaction product. The product is: [CH2:27]([O:29][C:30](=[O:53])[CH2:31][N:32]1[C:40]2[C:35](=[C:36]([Cl:41])[CH:37]=[CH:38][CH:39]=2)[C:34]([C:42]2[C:43]([OH:51])=[CH:44][C:45]3[O:49][CH2:48][CH2:47][C:46]=3[CH:50]=2)([CH2:5][OH:16])[C:33]1=[O:52])[CH3:28]. (2) The product is: [OH:1][C:2]1[C:11]2[C:6](=[C:7]([C:12]([O:14][CH2:26][CH3:27])=[O:13])[CH:8]=[CH:9][CH:10]=2)[N:5]=[CH:4][N:3]=1. Given the reactants [OH:1][C:2]1[C:11]2[C:6](=[C:7]([C:12]([OH:14])=[O:13])[CH:8]=[CH:9][CH:10]=2)[N:5]=[CH:4][N:3]=1.OS(O)(=O)=O.O.C([O-])(O)=O.[Na+].[CH2:26](O)[CH3:27], predict the reaction product. (3) Given the reactants [CH3:1][O:2][C:3]1[CH:4]=[C:5]2[C:10](=[C:11]([O:13]C)[CH:12]=1)[C:9](=[O:15])[CH2:8][CH2:7][CH2:6]2.[Al+3].[Cl-].[Cl-].[Cl-], predict the reaction product. The product is: [OH:13][C:11]1[CH:12]=[C:3]([O:2][CH3:1])[CH:4]=[C:5]2[C:10]=1[C:9](=[O:15])[CH2:8][CH2:7][CH2:6]2. (4) Given the reactants CC1C=CC(S(O[CH2:12][C@@H:13]2[CH2:18][CH2:17][CH2:16][CH2:15][O:14]2)(=O)=O)=CC=1.[C:19]([O-:22])(=[S:21])[CH3:20].[K+], predict the reaction product. The product is: [O:14]1[CH2:15][CH2:16][CH2:17][CH2:18][C@H:13]1[CH2:12][S:21][C:19](=[O:22])[CH3:20]. (5) Given the reactants [CH3:1][C:2]1[S:3][CH:4]=[CH:5][CH:6]=1.[C:7]([OH:12])(=O)[C:8]([CH3:10])=[CH2:9], predict the reaction product. The product is: [CH3:1][C:2]1[S:3][C:4]2[C:7](=[O:12])[CH:8]([CH3:10])[CH2:9][C:5]=2[CH:6]=1. (6) Given the reactants [S:1]1[CH:5]=[CH:4][CH:3]=[C:2]1[C:6]1[N:7]=[C:8]([C:11]2([CH2:17][NH2:18])[CH2:16][CH2:15][O:14][CH2:13][CH2:12]2)[S:9][CH:10]=1.[F:19][C:20]([F:36])([F:35])[C:21]1[O:25][N:24]=[C:23]([C:26]2[CH:27]=[C:28]([CH:32]=[CH:33][CH:34]=2)[C:29](O)=[O:30])[N:22]=1, predict the reaction product. The product is: [S:1]1[CH:5]=[CH:4][CH:3]=[C:2]1[C:6]1[N:7]=[C:8]([C:11]2([CH2:17][NH:18][C:29](=[O:30])[C:28]3[CH:32]=[CH:33][CH:34]=[C:26]([C:23]4[N:22]=[C:21]([C:20]([F:36])([F:35])[F:19])[O:25][N:24]=4)[CH:27]=3)[CH2:12][CH2:13][O:14][CH2:15][CH2:16]2)[S:9][CH:10]=1. (7) Given the reactants C(OC([NH:8][C:9]1[S:13][C:12]([C:14]2[C:19]([F:20])=[CH:18][CH:17]=[CH:16][C:15]=2[F:21])=[N:11][C:10]=1[C:22]([NH:24][C:25]1[C:26]([N:35]2[CH2:40][CH2:39][CH2:38][C@H:37]([NH:41]C(=O)OC(C)(C)C)[CH2:36]2)=[C:27]2[CH2:33][CH2:32][C:31](=[O:34])[C:28]2=[N:29][CH:30]=1)=[O:23])=O)(C)(C)C.C(O)(C(F)(F)F)=O, predict the reaction product. The product is: [NH2:8][C:9]1[S:13][C:12]([C:14]2[C:19]([F:20])=[CH:18][CH:17]=[CH:16][C:15]=2[F:21])=[N:11][C:10]=1[C:22]([NH:24][C:25]1[C:26]([N:35]2[CH2:40][CH2:39][CH2:38][C@H:37]([NH2:41])[CH2:36]2)=[C:27]2[CH2:33][CH2:32][C:31](=[O:34])[C:28]2=[N:29][CH:30]=1)=[O:23].